This data is from Reaction yield outcomes from USPTO patents with 853,638 reactions. The task is: Predict the reaction yield, written as a fraction of the theoretical maximum amount of product (1.0 means a 100% yield; for example, 0.34 means a 34% yield). (1) The reactants are [CH2:1]([C:3]1[NH:4][C:5]2[C:10]([CH:11]=1)=[CH:9][CH:8]=[C:7]([O:12][CH3:13])[CH:6]=2)[CH3:2].[C:14](O[C:14]([C:16]([F:19])([F:18])[F:17])=[O:15])([C:16]([F:19])([F:18])[F:17])=[O:15].[H-].[Na+].[CH2:29]1COCC1. No catalyst specified. The product is [CH2:1]([C:3]1[N:4]([CH3:29])[C:5]2[C:10]([C:11]=1[C:14](=[O:15])[C:16]([F:19])([F:18])[F:17])=[CH:9][CH:8]=[C:7]([O:12][CH3:13])[CH:6]=2)[CH3:2]. The yield is 0.730. (2) The reactants are NCC(N)C.[F:6][C:7]1[CH:8]=[C:9]([CH2:14][CH:15]([NH2:18])[CH2:16][NH2:17])[CH:10]=[C:11]([F:13])[CH:12]=1.[C:19]([NH:27][C:28]1[CH:29]=[C:30]([CH:34]=[CH:35][N:36]=1)[C:31](O)=O)(=[O:26])[C:20]1[CH:25]=[CH:24][CH:23]=[CH:22][CH:21]=1. No catalyst specified. The product is [F:6][C:7]1[CH:8]=[C:9]([CH:10]=[C:11]([F:13])[CH:12]=1)[CH2:14][CH:15]1[CH2:16][NH:17][C:31]([C:30]2[CH:34]=[CH:35][N:36]=[C:28]([NH:27][C:19](=[O:26])[C:20]3[CH:21]=[CH:22][CH:23]=[CH:24][CH:25]=3)[CH:29]=2)=[N:18]1. The yield is 0.240. (3) The reactants are [CH3:1][C:2]1([CH3:13])[CH2:11][C:10]2[NH:9][C:8](=[O:12])[CH:7]=[CH:6][C:5]=2[CH2:4][CH2:3]1.C(N(CC)CC)C.[F:21][C:22]([F:35])([F:34])[S:23](O[S:23]([C:22]([F:35])([F:34])[F:21])(=[O:25])=[O:24])(=[O:25])=[O:24]. The catalyst is C(Cl)Cl. The product is [CH3:1][C:2]1([CH3:13])[CH2:11][C:10]2[N:9]=[C:8]([O:12][S:23]([C:22]([F:35])([F:34])[F:21])(=[O:25])=[O:24])[CH:7]=[CH:6][C:5]=2[CH2:4][CH2:3]1. The yield is 0.940. (4) The reactants are [CH:1]1([NH:7][C:8]2[C:13]([NH2:14])=[CH:12][N:11]=[C:10]3[NH:15][CH:16]=[CH:17][C:9]=23)[CH2:6][CH2:5][CH2:4][CH2:3][CH2:2]1.[CH:18](OCC)(OCC)OCC.O.C1(C)C=CC(S(O)(=O)=O)=CC=1. No catalyst specified. The product is [CH:1]1([N:7]2[C:8]3=[C:9]4[CH:17]=[CH:16][NH:15][C:10]4=[N:11][CH:12]=[C:13]3[N:14]=[CH:18]2)[CH2:2][CH2:3][CH2:4][CH2:5][CH2:6]1. The yield is 0.0200. (5) The reactants are [CH2:1]([NH:3][C:4]([NH:6][C:7]1[S:8][C:9]2[C:15]([C:16]#[CH:17])=[CH:14][C:13]([C:18]3[CH:19]=[N:20][C:21]([N:24]4[CH2:29][CH2:28][C:27]([CH3:33])([C:30]([OH:32])=[O:31])[CH2:26][CH2:25]4)=[N:22][CH:23]=3)=[CH:12][C:10]=2[N:11]=1)=[O:5])[CH3:2].Br[C:35]1[CH:40]=[CH:39][CH:38]=[C:37]([O:41][CH3:42])[N:36]=1.CCN(C(C)C)C(C)C.CCCCCC. The catalyst is CN(C=O)C.[Cu]I.C1C=CC([P]([Pd]([P](C2C=CC=CC=2)(C2C=CC=CC=2)C2C=CC=CC=2)([P](C2C=CC=CC=2)(C2C=CC=CC=2)C2C=CC=CC=2)[P](C2C=CC=CC=2)(C2C=CC=CC=2)C2C=CC=CC=2)(C2C=CC=CC=2)C2C=CC=CC=2)=CC=1. The product is [CH2:1]([NH:3][C:4]([NH:6][C:7]1[S:8][C:9]2[C:15]([C:16]#[C:17][C:35]3[CH:40]=[CH:39][CH:38]=[C:37]([O:41][CH3:42])[N:36]=3)=[CH:14][C:13]([C:18]3[CH:23]=[N:22][C:21]([N:24]4[CH2:25][CH2:26][C:27]([CH3:33])([C:30]([OH:32])=[O:31])[CH2:28][CH2:29]4)=[N:20][CH:19]=3)=[CH:12][C:10]=2[N:11]=1)=[O:5])[CH3:2]. The yield is 0.0500. (6) The reactants are [CH3:1][O:2][C:3]1[N:8]=[CH:7][C:6]([NH:9][C:10]2[C:17]([C:18]3[N:26]=[C:25]([CH3:27])[N:24]=[C:23]4[C:19]=3[N:20]=[CH:21][N:22]4C3CCCCO3)=[CH:16][C:13]([CH:14]=O)=[CH:12][N:11]=2)=[CH:5][CH:4]=1.[CH:34]([NH2:37])([CH3:36])[CH3:35].[BH4-].[Na+].Cl.C(O)(C(F)(F)F)=O. The catalyst is C(O)C.C(Cl)Cl.CO.C(O[Ti](OC(C)C)(OC(C)C)OC(C)C)(C)C. The product is [CH:34]([NH:37][CH2:14][C:13]1[CH:16]=[C:17]([C:18]2[N:26]=[C:25]([CH3:27])[N:24]=[C:23]3[C:19]=2[N:20]=[CH:21][NH:22]3)[C:10]([NH:9][C:6]2[CH:7]=[N:8][C:3]([O:2][CH3:1])=[CH:4][CH:5]=2)=[N:11][CH:12]=1)([CH3:36])[CH3:35]. The yield is 0.760.